From a dataset of Forward reaction prediction with 1.9M reactions from USPTO patents (1976-2016). Predict the product of the given reaction. Given the reactants C1(P(C2C=CC=CC=2)C2C=CC=CC=2)C=CC=CC=1.BrN1C(=O)CCC1=O.[CH:28]1([CH2:33][CH:34]([C:38]2[CH:43]=[CH:42][C:41]([C:44]3[CH:49]=[CH:48][N:47]=[CH:46][CH:45]=3)=[CH:40][CH:39]=2)[C:35]([OH:37])=O)[CH2:32][CH2:31][CH2:30][CH2:29]1.[NH2:50][C:51]1[CH:56]=[CH:55][CH:54]=[CH:53][N:52]=1, predict the reaction product. The product is: [CH:28]1([CH2:33][CH:34]([C:38]2[CH:43]=[CH:42][C:41]([C:44]3[CH:45]=[CH:46][N:47]=[CH:48][CH:49]=3)=[CH:40][CH:39]=2)[C:35]([NH:50][C:51]2[CH:56]=[CH:55][CH:54]=[CH:53][N:52]=2)=[O:37])[CH2:32][CH2:31][CH2:30][CH2:29]1.